From a dataset of Reaction yield outcomes from USPTO patents with 853,638 reactions. Predict the reaction yield, written as a fraction of the theoretical maximum amount of product (1.0 means a 100% yield; for example, 0.34 means a 34% yield). The reactants are [NH:1]1[C:5]2=[CH:6][N:7]=[CH:8][CH:9]=[C:4]2[CH:3]=[C:2]1[C:10](=O)[CH3:11].[C:13]([NH:16][NH2:17])([NH2:15])=[NH:14].[ClH:18]. The catalyst is C(O)C.Cl. The product is [ClH:18].[ClH:18].[NH:1]1[C:5]2=[CH:6][N:7]=[CH:8][CH:9]=[C:4]2[CH:3]=[C:2]1[C:10](=[N:17][NH:16][C:13]([NH2:15])=[NH:14])[CH3:11]. The yield is 0.860.